This data is from Catalyst prediction with 721,799 reactions and 888 catalyst types from USPTO. The task is: Predict which catalyst facilitates the given reaction. (1) Reactant: [H-].[Na+].[CH3:3][C:4]1[CH:5]=[C:6]([OH:19])[CH:7]=[CH:8][C:9]=1[CH2:10][CH2:11][CH2:12][CH2:13][N:14]1[CH:18]=[CH:17][N:16]=[N:15]1.Cl[CH2:21][C:22]1[CH:23]=[CH:24][C:25]([C:28]2[CH:33]=[CH:32][C:31]([O:34][C:35]([F:38])([F:37])[F:36])=[CH:30][CH:29]=2)=[N:26][CH:27]=1.O. Product: [CH3:3][C:4]1[CH:5]=[C:6]([CH:7]=[CH:8][C:9]=1[CH2:10][CH2:11][CH2:12][CH2:13][N:14]1[CH:18]=[CH:17][N:16]=[N:15]1)[O:19][CH2:21][C:22]1[CH:23]=[CH:24][C:25]([C:28]2[CH:33]=[CH:32][C:31]([O:34][C:35]([F:38])([F:36])[F:37])=[CH:30][CH:29]=2)=[N:26][CH:27]=1. The catalyst class is: 9. (2) Reactant: [Cl:1]Cl.[F:3][C:4]1[CH:9]=[CH:8][C:7]([C:10]2[S:14][C:13]([CH3:15])=[N:12][C:11]=2[C:16]([N:18]2[CH2:23][CH2:22][CH2:21][CH2:20][CH:19]2[CH2:24][C:25]2[O:33][C:32]3[C:27](=[N:28][CH:29]=[CH:30][CH:31]=3)[CH:26]=2)=[O:17])=[CH:6][CH:5]=1. Product: [Cl:1][C:26]1[C:27]2=[N:28][CH:29]=[CH:30][CH:31]=[C:32]2[O:33][C:25]=1[CH2:24][CH:19]1[CH2:20][CH2:21][CH2:22][CH2:23][N:18]1[C:16]([C:11]1[N:12]=[C:13]([CH3:15])[S:14][C:10]=1[C:7]1[CH:6]=[CH:5][C:4]([F:3])=[CH:9][CH:8]=1)=[O:17]. The catalyst class is: 4. (3) Reactant: O[CH2:2][CH2:3][CH2:4][C:5]1[N:6]=[C:7]([C:26]2[CH:31]=[CH:30][C:29]([C:32]([F:35])([F:34])[F:33])=[CH:28][CH:27]=2)[S:8][C:9]=1[CH2:10][O:11][C:12]1[CH:17]=[CH:16][C:15]([C:18]2[NH:22][C:21](=[O:23])[O:20][N:19]=2)=[C:14]([O:24][CH3:25])[CH:13]=1.[N:36]1[CH:41]=[CH:40][CH:39]=[CH:38][CH:37]=1.[CH3:42]S(OS(C)(=O)=O)(=O)=O. Product: [CH3:25][O:24][C:14]1[CH:13]=[C:12]([O:11][CH2:10][C:9]2[S:8][C:7]([C:26]3[CH:31]=[CH:30][C:29]([C:32]([F:35])([F:33])[F:34])=[CH:28][CH:27]=3)=[N:6][C:5]=2[CH2:4][CH2:3][CH2:2][N:36]2[CH2:41][CH2:40][CH2:39][CH2:38][CH2:37][CH2:42]2)[CH:17]=[CH:16][C:15]=1[C:18]1[NH:22][C:21](=[O:23])[O:20][N:19]=1. The catalyst class is: 10. (4) The catalyst class is: 6. Reactant: C[O:2][C:3]1[CH:4]=[C:5]2[C:9](=[CH:10][C:11]=1[O:12][CH3:13])[C:8](=[O:14])[CH2:7][CH2:6]2.[Cl-].[Li+].CN(C=O)C. Product: [OH:2][C:3]1[CH:4]=[C:5]2[C:9](=[CH:10][C:11]=1[O:12][CH3:13])[C:8](=[O:14])[CH2:7][CH2:6]2. (5) Reactant: [C:1]([O:5][C:6]([N:8]1[CH2:13][CH2:12][CH:11]([C:14]2[CH:19]=[CH:18][C:17]([O:20][CH2:21][CH2:22][CH2:23][O:24][CH2:25][C:26]3[CH:31]=[CH:30][CH:29]=[CH:28][C:27]=3[F:32])=[CH:16][CH:15]=2)[C:10](=[N:33]OCC2C=CC=CC=2)[CH2:9]1)=[O:7])([CH3:4])([CH3:3])[CH3:2]. Product: [C:1]([O:5][C:6]([N:8]1[CH2:13][CH2:12][CH:11]([C:14]2[CH:19]=[CH:18][C:17]([O:20][CH2:21][CH2:22][CH2:23][O:24][CH2:25][C:26]3[CH:31]=[CH:30][CH:29]=[CH:28][C:27]=3[F:32])=[CH:16][CH:15]=2)[CH:10]([NH2:33])[CH2:9]1)=[O:7])([CH3:4])([CH3:2])[CH3:3]. The catalyst class is: 94. (6) Reactant: CO.O=[C:4]1[CH2:9][CH2:8][CH2:7][CH2:6][CH:5]1[C:10]([O:12][CH2:13][CH3:14])=[O:11].[C:15]1([C@@H:21]([NH2:23])[CH3:22])[CH:20]=[CH:19][CH:18]=[CH:17][CH:16]=1.FC(F)(F)S([O-])(=O)=O.[Yb+3].FC(F)(F)S([O-])(=O)=O.FC(F)(F)S([O-])(=O)=O. Product: [C:15]1([C@@H:21]([NH:23][C:4]2[CH2:9][CH2:8][CH2:7][CH2:6][C:5]=2[C:10]([O:12][CH2:13][CH3:14])=[O:11])[CH3:22])[CH:20]=[CH:19][CH:18]=[CH:17][CH:16]=1. The catalyst class is: 194.